From a dataset of Full USPTO retrosynthesis dataset with 1.9M reactions from patents (1976-2016). Predict the reactants needed to synthesize the given product. Given the product [Cl:8][C:9]1[CH:29]=[C:28]([Cl:30])[C:27]([O:31][CH2:32][C:33]2[CH:34]=[CH:35][C:36]([O:39][CH3:40])=[CH:37][CH:38]=2)=[CH:26][C:10]=1[O:11][C:12]1[N:16]([CH3:17])[N:15]=[C:14]([C:18]([N:20]([O:22][CH3:23])[CH3:21])=[O:19])[C:13]=1[CH:24]=[CH2:1], predict the reactants needed to synthesize it. The reactants are: [CH3:1][Si](C[Mg]Cl)(C)C.[Cl:8][C:9]1[CH:29]=[C:28]([Cl:30])[C:27]([O:31][CH2:32][C:33]2[CH:38]=[CH:37][C:36]([O:39][CH3:40])=[CH:35][CH:34]=2)=[CH:26][C:10]=1[O:11][C:12]1[N:16]([CH3:17])[N:15]=[C:14]([C:18]([N:20]([O:22][CH3:23])[CH3:21])=[O:19])[C:13]=1[CH:24]=O.S(=O)(=O)(O)O.O.